This data is from Peptide-MHC class II binding affinity with 134,281 pairs from IEDB. The task is: Regression. Given a peptide amino acid sequence and an MHC pseudo amino acid sequence, predict their binding affinity value. This is MHC class II binding data. The peptide sequence is KNVFDDVVPEKYTIG. The MHC is DRB5_0101 with pseudo-sequence DRB5_0101. The binding affinity (normalized) is 0.202.